This data is from Forward reaction prediction with 1.9M reactions from USPTO patents (1976-2016). The task is: Predict the product of the given reaction. (1) Given the reactants [Cl:1][C:2]1[CH:3]=[C:4]2[C:9](=[C:10](F)[CH:11]=1)[N:8]=[CH:7][CH:6]=[CH:5]2.[OH:13][CH:14]1[CH2:19][CH2:18][N:17]([C:20]([O:22][C:23]([CH3:26])([CH3:25])[CH3:24])=[O:21])[CH2:16][CH2:15]1.CC(C)([O-])C.[Na+].O, predict the reaction product. The product is: [Cl:1][C:2]1[CH:3]=[C:4]2[C:9](=[C:10]([O:13][CH:14]3[CH2:15][CH2:16][N:17]([C:20]([O:22][C:23]([CH3:26])([CH3:25])[CH3:24])=[O:21])[CH2:18][CH2:19]3)[CH:11]=1)[N:8]=[CH:7][CH:6]=[CH:5]2. (2) Given the reactants [OH:1][C:2]1[CH:19]=[C:18]2[C:5]([C@@:6]3([CH3:25])[C@H:15]([CH2:16][S:17]2(=[O:21])=[O:20])[C@:14]2([CH3:22])[C@H:9]([C:10]([CH3:24])([CH3:23])[CH2:11][CH2:12][CH2:13]2)[CH2:8][CH2:7]3)=[C:4]([C:26]([N:28]2[CH2:33][CH2:32][N:31](C(OC(C)(C)C)=O)[CH2:30][CH2:29]2)=[O:27])[CH:3]=1.FC(F)(F)C(O)=O, predict the reaction product. The product is: [OH:1][C:2]1[CH:19]=[C:18]2[C:5]([C@@:6]3([CH3:25])[C@H:15]([CH2:16][S:17]2(=[O:21])=[O:20])[C@:14]2([CH3:22])[C@H:9]([C:10]([CH3:23])([CH3:24])[CH2:11][CH2:12][CH2:13]2)[CH2:8][CH2:7]3)=[C:4]([C:26]([N:28]2[CH2:29][CH2:30][NH:31][CH2:32][CH2:33]2)=[O:27])[CH:3]=1. (3) Given the reactants Cl.[Cl:2][C:3]1[CH:8]=[CH:7][CH:6]=[C:5]([CH3:9])[C:4]=1[S:10]([NH:13][C:14]1[CH:19]=[CH:18][C:17]([F:20])=[C:16]([NH:21][C:22]2[C:27]([C:28]3[N:36]=[CH:35][N:34]=[C:33]4[C:29]=3[N:30]=[CH:31][N:32]4C3CCCCO3)=[CH:26][CH:25]=[CH:24][N:23]=2)[C:15]=1[F:43])(=[O:12])=[O:11], predict the reaction product. The product is: [N:36]1[C:28]([C:27]2[C:22]([NH:21][C:16]3[C:15]([F:43])=[C:14]([NH:13][S:10]([C:4]4[C:5]([CH3:9])=[CH:6][CH:7]=[CH:8][C:3]=4[Cl:2])(=[O:12])=[O:11])[CH:19]=[CH:18][C:17]=3[F:20])=[N:23][CH:24]=[CH:25][CH:26]=2)=[C:29]2[C:33]([NH:32][CH:31]=[N:30]2)=[N:34][CH:35]=1. (4) The product is: [F:11][C:4]1[C:3]([C:12]2[CH:17]=[CH:16][CH:15]=[CH:14][N:13]=2)=[C:2]([CH2:21][NH2:22])[C:7]([N+:8]([O-:10])=[O:9])=[CH:6][CH:5]=1. Given the reactants F[C:2]1[C:7]([N+:8]([O-:10])=[O:9])=[CH:6][CH:5]=[C:4]([F:11])[C:3]=1[C:12]1[CH:17]=[CH:16][CH:15]=[CH:14][N:13]=1.CN.C[CH2:21][N:22](C(C)C)C(C)C, predict the reaction product. (5) Given the reactants [Cl-].[Ba+2:2].[Cl-].[C:4]([OH:9])(=[O:8])[C:5]([OH:7])=[O:6].CCCC[O-].CCCC[O-].CCCC[O-].CCCC[O-].[Ti+4:30].O.N, predict the reaction product. The product is: [C:4]([OH:9])(=[O:8])[C:5]([OH:7])=[O:6].[C:4]([O-:9])(=[O:8])[C:5]([O-:7])=[O:6].[Ba+2:2].[Ti+4:30].[C:4]([O-:9])(=[O:8])[C:5]([O-:7])=[O:6].[C:4]([O-:9])(=[O:8])[C:5]([O-:7])=[O:6].